This data is from Catalyst prediction with 721,799 reactions and 888 catalyst types from USPTO. The task is: Predict which catalyst facilitates the given reaction. (1) Reactant: Cl.[Cl:2][C:3]1[C:40]([C:41]([F:44])([F:43])[F:42])=[CH:39][CH:38]=[CH:37][C:4]=1[CH2:5][N:6]([CH2:23][CH:24]([C:31]1[CH:36]=[CH:35][CH:34]=[CH:33][CH:32]=1)[C:25]1[CH:30]=[CH:29][CH:28]=[CH:27][CH:26]=1)[CH2:7][CH2:8][CH2:9][O:10][C:11]1[CH:16]=[CH:15][CH:14]=[C:13]([N:17]2[CH2:22][CH2:21][NH:20][CH2:19][CH2:18]2)[N:12]=1.Br[CH2:46][C:47]([O:49][CH3:50])=[O:48].C(N(C(C)C)CC)(C)C. Product: [CH3:50][O:49][C:47](=[O:48])[CH2:46][N:20]1[CH2:21][CH2:22][N:17]([C:13]2[CH:14]=[CH:15][CH:16]=[C:11]([O:10][CH2:9][CH2:8][CH2:7][N:6]([CH2:5][C:4]3[CH:37]=[CH:38][CH:39]=[C:40]([C:41]([F:42])([F:43])[F:44])[C:3]=3[Cl:2])[CH2:23][CH:24]([C:31]3[CH:32]=[CH:33][CH:34]=[CH:35][CH:36]=3)[C:25]3[CH:30]=[CH:29][CH:28]=[CH:27][CH:26]=3)[N:12]=2)[CH2:18][CH2:19]1. The catalyst class is: 14. (2) Reactant: [CH3:1][C:2]([CH3:29])([CH3:28])[C@H:3]([NH2:27])[C:4]([N:6]1[CH2:11][C@@H:10]2[CH2:12][C@H:7]1[CH2:8][N:9]2[C:13]([C:15]1[CH:20]=[CH:19][C:18]([C:21]2[CH:26]=[CH:25][CH:24]=[CH:23][CH:22]=2)=[CH:17][N:16]=1)=[O:14])=[O:5].[F:30][C:31]1[CH:32]=[C:33]2[C:37](=[CH:38][CH:39]=1)[NH:36][C:35]([C:40](O)=[O:41])=[CH:34]2.C(Cl)CCl.C1C=CC2N(O)N=NC=2C=1.CN1CCOCC1. Product: [CH3:1][C:2]([CH3:29])([CH3:28])[C@H:3]([NH:27][C:40]([C:35]1[NH:36][C:37]2[C:33]([CH:34]=1)=[CH:32][C:31]([F:30])=[CH:39][CH:38]=2)=[O:41])[C:4]([N:6]1[CH2:11][C@@H:10]2[CH2:12][C@H:7]1[CH2:8][N:9]2[C:13]([C:15]1[CH:20]=[CH:19][C:18]([C:21]2[CH:26]=[CH:25][CH:24]=[CH:23][CH:22]=2)=[CH:17][N:16]=1)=[O:14])=[O:5]. The catalyst class is: 2. (3) Reactant: [F:1][CH:2]([F:26])[C:3]1[S:7][C:6]([C:8]([NH:10][C:11]2[N:15]([CH2:16][C@H:17]3[CH2:21][CH2:20][CH2:19][NH:18]3)[C:14]3[CH:22]=[CH:23][CH:24]=[CH:25][C:13]=3[N:12]=2)=[O:9])=[CH:5][CH:4]=1.[Si:27]([O:34][CH2:35][C:36]([CH3:45])([CH3:44])[CH:37]=[C:38]([C:42]#[N:43])[C:39](O)=[O:40])([C:30]([CH3:33])([CH3:32])[CH3:31])([CH3:29])[CH3:28].CN(C(ON1N=NC2C=CC=NC1=2)=[N+](C)C)C.F[P-](F)(F)(F)(F)F.C(N(CC)CC)C. Product: [Si:27]([O:34][CH2:35][C:36]([CH3:45])([CH3:44])[CH:37]=[C:38]([C:42]#[N:43])[C:39]([N:18]1[CH2:19][CH2:20][CH2:21][C@@H:17]1[CH2:16][N:15]1[C:14]2[CH:22]=[CH:23][CH:24]=[CH:25][C:13]=2[N:12]=[C:11]1[NH:10][C:8]([C:6]1[S:7][C:3]([CH:2]([F:1])[F:26])=[CH:4][CH:5]=1)=[O:9])=[O:40])([C:30]([CH3:33])([CH3:32])[CH3:31])([CH3:29])[CH3:28]. The catalyst class is: 18. (4) Reactant: [NH2:1][C:2]1[C:7]([N+:8]([O-:10])=[O:9])=[CH:6][C:5]([CH3:11])=[C:4]([CH:12]2[CH2:14][CH2:13]2)[CH:3]=1.[H-].[Na+].Br[CH2:18][CH2:19][CH2:20][C:21]1[CH:26]=[CH:25][CH:24]=[CH:23][CH:22]=1. Product: [CH:12]1([C:4]2[C:5]([CH3:11])=[CH:6][C:7]([N+:8]([O-:10])=[O:9])=[C:2]([CH:3]=2)[NH:1][CH2:18][CH2:19][CH2:20][C:21]2[CH:26]=[CH:25][CH:24]=[CH:23][CH:22]=2)[CH2:13][CH2:14]1. The catalyst class is: 3. (5) The catalyst class is: 38. Product: [NH2:19][C:15]1[CH:14]=[C:13]([CH:10]2[CH2:11][CH2:12][N:7]([CH2:1][CH2:2][CH2:3][CH2:4][CH2:5][CH3:6])[CH2:8][CH2:9]2)[CH:18]=[CH:17][CH:16]=1. Reactant: [CH2:1]([N:7]1[CH2:12][CH2:11][CH:10]([C:13]2[CH:18]=[CH:17][CH:16]=[C:15]([NH:19]C(=O)C(O)(C)C)[CH:14]=2)[CH2:9][CH2:8]1)[CH2:2][CH2:3][CH2:4][CH2:5][CH3:6].Cl. (6) Reactant: [O:1]1[C:5]2[CH:6]=[CH:7][CH:8]=[CH:9][C:4]=2[N:3]=[C:2]1[C@@H:10]1[CH2:14][CH2:13][CH2:12][N:11]1[C:15]([C@H:17]([CH2:22][CH2:23][CH2:24][CH3:25])[CH2:18][C:19]([OH:21])=O)=[O:16].[NH3:26]. Product: [O:1]1[C:5]2[CH:6]=[CH:7][CH:8]=[CH:9][C:4]=2[N:3]=[C:2]1[C@@H:10]1[CH2:14][CH2:13][CH2:12][N:11]1[C:15]([C@H:17]([CH2:22][CH2:23][CH2:24][CH3:25])[CH2:18][C:19]([NH2:26])=[O:21])=[O:16]. The catalyst class is: 5. (7) Reactant: [OH:1][CH2:2][C:3]1[CH:16]=[CH:15][C:6]([CH2:7][N:8]2[CH2:12][C@@H:11]([CH3:13])[O:10][C:9]2=[O:14])=[CH:5][CH:4]=1.[F:17][C:18]1[CH:23]=[C:22]([F:24])[CH:21]=[CH:20][C:19]=1O.C1(P(C2C=CC=CC=2)C2C=CC=CC=2)C=CC=CC=1.CC(OC(/N=N/C(OC(C)(C)C)=O)=O)(C)C. Product: [F:17][C:18]1[CH:23]=[C:22]([F:24])[CH:21]=[CH:20][C:19]=1[O:1][CH2:2][C:3]1[CH:16]=[CH:15][C:6]([CH2:7][N:8]2[CH2:12][C@@H:11]([CH3:13])[O:10][C:9]2=[O:14])=[CH:5][CH:4]=1. The catalyst class is: 46.